This data is from Full USPTO retrosynthesis dataset with 1.9M reactions from patents (1976-2016). The task is: Predict the reactants needed to synthesize the given product. (1) Given the product [CH2:1]([C:3]1[CH:12]=[C:11]2[C:6]([C:7](=[O:32])[C:8]([OH:31])=[C:9]([C:13]3[CH:14]=[C:15]([OH:29])[C:16]([OH:21])=[C:17]([OH:19])[CH:18]=3)[O:10]2)=[CH:5][C:4]=1[CH2:33][CH2:34][CH2:35][CH2:36][CH2:37][CH2:38][CH2:39][CH3:40])[CH3:2], predict the reactants needed to synthesize it. The reactants are: [CH2:1]([C:3]1[CH:12]=[C:11]2[C:6]([C:7](=[O:32])[C:8]([OH:31])=[C:9]([C:13]3[CH:18]=[C:17]([O:19]C)[C:16]([O:21]CC4C=CC=CC=4)=[C:15]([O:29]C)[CH:14]=3)[O:10]2)=[CH:5][C:4]=1[CH2:33][CH2:34][CH2:35][CH2:36][CH2:37][CH2:38][CH2:39][CH3:40])[CH3:2].B(Br)(Br)Br.CO.O. (2) Given the product [C:39]([C:37]1[CH:38]=[C:34]([NH:33][C:32]([NH:27][C@@H:20]2[C:21]3[C:26](=[CH:25][CH:24]=[CH:23][CH:22]=3)[C@H:17]([O:16][C:13]3[CH:14]=[CH:15][C:10]4[N:11]([C:7]([C@H:3]5[CH2:4][CH2:5][CH2:6][N:2]5[CH3:1])=[N:8][N:9]=4)[CH:12]=3)[CH2:18][CH2:19]2)=[O:31])[N:35]([C:43]2[CH:48]=[CH:47][C:46]([CH3:49])=[CH:45][CH:44]=2)[N:36]=1)([CH3:42])([CH3:40])[CH3:41], predict the reactants needed to synthesize it. The reactants are: [CH3:1][N:2]1[CH2:6][CH2:5][CH2:4][C@@H:3]1[C:7]1[N:11]2[CH:12]=[C:13]([O:16][C@H:17]3[C:26]4[C:21](=[CH:22][CH:23]=[CH:24][CH:25]=4)[C@@H:20]([NH2:27])[CH2:19][CH2:18]3)[CH:14]=[CH:15][C:10]2=[N:9][N:8]=1.ClC(Cl)(Cl)C[O:31][C:32](=O)[NH:33][C:34]1[N:35]([C:43]2[CH:48]=[CH:47][C:46]([CH3:49])=[CH:45][CH:44]=2)[N:36]=[C:37]([C:39]([CH3:42])([CH3:41])[CH3:40])[CH:38]=1.CCN(C(C)C)C(C)C.